From a dataset of Experimentally validated miRNA-target interactions with 360,000+ pairs, plus equal number of negative samples. Binary Classification. Given a miRNA mature sequence and a target amino acid sequence, predict their likelihood of interaction. (1) The miRNA is mmu-miR-5626-3p with sequence CAGCAGUUGAGUGAUGUGACAC. The protein sequence of the target gene is MTLQWAAVATFLYAEIGLILIFCLPFIPPQRWQKIFSFNVWGKIATFWNKAFLTIIILLIVLFLDAVREVRKYSSVHTIEKSSTSRPDAYEHTQMKLFRSQRNLYISGFSLFFWLVLRRLVTLITQLAKELSNKGVLKTQAENTNKAAKKFMEENEKLKRILKSHGKDEECVLEAENKKLVEDQEKLKTELRKTSDALSKAQNDVMEMKMQSERLSKEYDQLLKEHSELQDRLERGNKKRL. Result: 0 (no interaction). (2) The miRNA is hsa-miR-7161-5p with sequence UAAAGACUGUAGAGGCAACUGGU. Result: 0 (no interaction). The protein sequence of the target gene is MATKRLFGATRTWAGWGAWELLNPATSGRLLARDYAKKPVMKGAKSGKGAVTSEALKDPDVCTDPVQLTTYAMGVNIYKEGQDVPLKPDAEYPEWLFEMNLGPPKTLEELDPESREYWRRLRKQNIWRHNRLSKNKRL.